Dataset: TCR-epitope binding with 47,182 pairs between 192 epitopes and 23,139 TCRs. Task: Binary Classification. Given a T-cell receptor sequence (or CDR3 region) and an epitope sequence, predict whether binding occurs between them. (1) The epitope is KLGGALQAK. The TCR CDR3 sequence is CSAPVPGQGLNTEAFF. Result: 0 (the TCR does not bind to the epitope). (2) The epitope is RLRAEAQVK. The TCR CDR3 sequence is CASSIRRDVYYEQYF. Result: 0 (the TCR does not bind to the epitope). (3) The epitope is FLNRFTTTL. The TCR CDR3 sequence is CASSQGAGDSLGVYTF. Result: 1 (the TCR binds to the epitope). (4) The epitope is SEPVLKGVKL. The TCR CDR3 sequence is CASSQDMGWGTDTQYF. Result: 0 (the TCR does not bind to the epitope). (5) The epitope is RPHERNGFTVL. The TCR CDR3 sequence is CASSRRTGELFF. Result: 0 (the TCR does not bind to the epitope). (6) The TCR CDR3 sequence is CASSEETGPYNEQFF. The epitope is KLWAQCVQL. Result: 1 (the TCR binds to the epitope). (7) The epitope is CINGVCWTV. The TCR CDR3 sequence is CSAVLDRGTGESYEQYF. Result: 0 (the TCR does not bind to the epitope). (8) The epitope is KRWIILGLNK. The TCR CDR3 sequence is CASRPGQGSHEQFF. Result: 1 (the TCR binds to the epitope). (9) The epitope is CINGVCWTV. The TCR CDR3 sequence is CASSLSWRGGLADTQYF. Result: 0 (the TCR does not bind to the epitope). (10) The epitope is KLGGALQAK. The TCR CDR3 sequence is CASSQVLTSSQETQYF. Result: 1 (the TCR binds to the epitope).